Dataset: Catalyst prediction with 721,799 reactions and 888 catalyst types from USPTO. Task: Predict which catalyst facilitates the given reaction. (1) Reactant: [C:1]([N:8]1[CH2:13][CH2:12][NH:11][CH2:10][CH2:9]1)([O:3][C:4]([CH3:7])([CH3:6])[CH3:5])=[O:2].C(N(CC)CC)C.[CH3:21][N:22]([CH3:26])[C:23](Cl)=[O:24]. Product: [C:4]([O:3][C:1]([N:8]1[CH2:9][CH2:10][N:11]([C:23](=[O:24])[N:22]([CH3:26])[CH3:21])[CH2:12][CH2:13]1)=[O:2])([CH3:7])([CH3:6])[CH3:5]. The catalyst class is: 217. (2) Reactant: Br[C:2]1[CH:3]=[CH:4][C:5]([NH:8][C:9](=[O:16])[CH2:10][CH2:11][C:12]([O:14][CH3:15])=[O:13])=[N:6][CH:7]=1.Br[C:18]1[CH:19]=[CH:20][C:21](N)=[N:22][CH:23]=1.N1C=CC=C([Sn](CCCC)(CCCC)CCCC)C=1. Product: [O:16]=[C:9]([NH:8][C:5]1[CH:4]=[CH:3][C:2]([C:20]2[CH:21]=[N:22][CH:23]=[CH:18][CH:19]=2)=[CH:7][N:6]=1)[CH2:10][CH2:11][C:12]([O:14][CH3:15])=[O:13]. The catalyst class is: 741. (3) Reactant: [Sn].[CH3:2][O:3][C:4]1[C:5]([N+:16]([O-])=O)=[C:6]2[C:10](=[CH:11][CH:12]=1)[N:9]([CH3:13])[CH:8]=[C:7]2[CH:14]=[O:15].Cl. Product: [NH2:16][C:5]1[C:4]([O:3][CH3:2])=[CH:12][CH:11]=[C:10]2[C:6]=1[C:7]([CH:14]=[O:15])=[CH:8][N:9]2[CH3:13]. The catalyst class is: 14. (4) Reactant: [Cl:1][C:2]1[CH:3]=[C:4]([O:13][CH:14]([CH3:16])[CH3:15])[C:5]([CH3:12])=[C:6]([CH:11]=1)[C:7]([O:9]C)=[O:8].[OH-].[Na+]. Product: [Cl:1][C:2]1[CH:3]=[C:4]([O:13][CH:14]([CH3:16])[CH3:15])[C:5]([CH3:12])=[C:6]([CH:11]=1)[C:7]([OH:9])=[O:8]. The catalyst class is: 5. (5) Reactant: Br[C:2]1[CH:7]=[N:6][CH:5]=[C:4]([C:8]2[CH:13]=[CH:12][C:11]([CH3:14])=[CH:10][CH:9]=2)[N:3]=1.C(N(CC)C(C)C)(C)C.[CH2:24]([NH:28][CH2:29][C:30]1[CH:42]=[CH:41][C:33]([O:34][CH2:35][C:36]([O:38][CH2:39][CH3:40])=[O:37])=[C:32]([CH3:43])[CH:31]=1)[CH2:25][CH2:26][CH3:27]. Product: [CH2:24]([N:28]([CH2:29][C:30]1[CH:42]=[CH:41][C:33]([O:34][CH2:35][C:36]([O:38][CH2:39][CH3:40])=[O:37])=[C:32]([CH3:43])[CH:31]=1)[C:2]1[CH:7]=[N:6][CH:5]=[C:4]([C:8]2[CH:13]=[CH:12][C:11]([CH3:14])=[CH:10][CH:9]=2)[N:3]=1)[CH2:25][CH2:26][CH3:27]. The catalyst class is: 2.